This data is from Catalyst prediction with 721,799 reactions and 888 catalyst types from USPTO. The task is: Predict which catalyst facilitates the given reaction. (1) Reactant: [F:1][C:2]1[C:3]([C:14]2[C:22]3[C:17](=[CH:18][CH:19]=[CH:20][C:21]=3[F:23])[NH:16][N:15]=2)=[CH:4][C:5]([O:12][CH3:13])=[C:6]([CH:11]=1)[C:7]([O:9][CH3:10])=[O:8].Br[CH2:25][C:26]1[C:31]([CH:32]2[CH2:34][CH2:33]2)=[CH:30][CH:29]=[CH:28][C:27]=1[Cl:35].C([O-])([O-])=O.[Cs+].[Cs+]. Product: [Cl:35][C:27]1[CH:28]=[CH:29][CH:30]=[C:31]([CH:32]2[CH2:33][CH2:34]2)[C:26]=1[CH2:25][N:16]1[C:17]2[C:22](=[C:21]([F:23])[CH:20]=[CH:19][CH:18]=2)[C:14]([C:3]2[C:2]([F:1])=[CH:11][C:6]([C:7]([O:9][CH3:10])=[O:8])=[C:5]([O:12][CH3:13])[CH:4]=2)=[N:15]1. The catalyst class is: 3. (2) Reactant: [CH3:1][O:2][C:3]1[C:11]2[CH:10]=[CH:9][S:8][C:7]=2[CH:6]=[CH:5][CH:4]=1.[Li]CCCC.[C:17]([O:21][C:22]([N:24]1[CH2:29][CH2:28][C:27](=[O:30])[CH2:26][CH:25]1[CH3:31])=[O:23])([CH3:20])([CH3:19])[CH3:18]. Product: [C:17]([O:21][C:22]([N:24]1[CH2:29][CH2:28][C:27]([C:9]2[S:8][C:7]3[CH:6]=[CH:5][CH:4]=[C:3]([O:2][CH3:1])[C:11]=3[CH:10]=2)([OH:30])[CH2:26][CH:25]1[CH3:31])=[O:23])([CH3:20])([CH3:18])[CH3:19]. The catalyst class is: 1. (3) Reactant: [F-].C([N+](CCCC)(CCCC)CCCC)CCC.[CH2:19]([O:26][C@@H:27]1[C@@H:32]([O:33][CH2:34][C:35]2[CH:40]=[CH:39][CH:38]=[CH:37][CH:36]=2)[C@H:31]([O:41][CH2:42][C:43]2[CH:48]=[CH:47][CH:46]=[CH:45][CH:44]=2)[C@@H:30]([CH2:49][O:50][CH2:51][C:52]2[CH:57]=[CH:56][CH:55]=[CH:54][CH:53]=2)[O:29][C@H:28]1[C:58]1[CH:63]=[CH:62][CH:61]=[C:60]([CH2:64][O:65][Si](C(C)(C)C)(C2C=CC=CC=2)C2C=CC=CC=2)[CH:59]=1)[C:20]1[CH:25]=[CH:24][CH:23]=[CH:22][CH:21]=1.[OH-].[Na+].O. Product: [CH2:19]([O:26][C@@H:27]1[C@@H:32]([O:33][CH2:34][C:35]2[CH:36]=[CH:37][CH:38]=[CH:39][CH:40]=2)[C@H:31]([O:41][CH2:42][C:43]2[CH:48]=[CH:47][CH:46]=[CH:45][CH:44]=2)[C@@H:30]([CH2:49][O:50][CH2:51][C:52]2[CH:57]=[CH:56][CH:55]=[CH:54][CH:53]=2)[O:29][C@H:28]1[C:58]1[CH:63]=[CH:62][CH:61]=[C:60]([CH2:64][OH:65])[CH:59]=1)[C:20]1[CH:25]=[CH:24][CH:23]=[CH:22][CH:21]=1. The catalyst class is: 1. (4) The catalyst class is: 18. Reactant: Br[CH2:2][C:3]1[CH:4]=[C:5]2[C:10](=[N:11][C:12]=1[O:13][CH3:14])[N:9]([C@@H:15]([CH:25]([CH3:27])[CH3:26])[CH2:16][O:17][Si:18]([C:21]([CH3:24])([CH3:23])[CH3:22])([CH3:20])[CH3:19])[CH:8]=[C:7]([C:28]([O:30][CH2:31][CH3:32])=[O:29])[C:6]2=[O:33].[F:34][C:35]1[CH:41]=[C:40]([F:42])[CH:39]=[C:38]([F:43])[C:36]=1[NH2:37].C(=O)([O-])[O-].[K+].[K+].Cl. Product: [Si:18]([O:17][CH2:16][C@@H:15]([N:9]1[C:10]2[C:5](=[CH:4][C:3]([CH2:2][NH:37][C:36]3[C:35]([F:34])=[CH:41][C:40]([F:42])=[CH:39][C:38]=3[F:43])=[C:12]([O:13][CH3:14])[N:11]=2)[C:6](=[O:33])[C:7]([C:28]([O:30][CH2:31][CH3:32])=[O:29])=[CH:8]1)[CH:25]([CH3:27])[CH3:26])([C:21]([CH3:23])([CH3:24])[CH3:22])([CH3:19])[CH3:20]. (5) Reactant: O1[C:5]2([CH2:10][CH2:9][C:8](=[CH:11][C:12]3[CH:13]=[C:14]([CH:26]=[C:27]([CH3:29])[CH:28]=3)[O:15][C:16]3[CH:21]=[CH:20][C:19]([C:22]([F:25])([F:24])[F:23])=[CH:18][N:17]=3)[CH2:7][CH2:6]2)[O:4]CC1.Cl. Product: [CH3:29][C:27]1[CH:28]=[C:12]([CH:11]=[C:8]2[CH2:9][CH2:10][C:5](=[O:4])[CH2:6][CH2:7]2)[CH:13]=[C:14]([O:15][C:16]2[CH:21]=[CH:20][C:19]([C:22]([F:25])([F:23])[F:24])=[CH:18][N:17]=2)[CH:26]=1. The catalyst class is: 21. (6) Reactant: Cl[C:2]1[C:3]2[N:4]([CH:13]=[CH:14][CH:15]=2)[C:5]2[C:10]([N:11]=1)=[CH:9][CH:8]=[C:7]([Cl:12])[CH:6]=2.[CH3:16][N:17]1[CH2:22][CH2:21][NH:20][CH2:19][CH2:18]1.C1COCC1. Product: [Cl:12][C:7]1[CH:6]=[C:5]2[C:10]([N:11]=[C:2]([N:20]3[CH2:21][CH2:22][N:17]([CH3:16])[CH2:18][CH2:19]3)[C:3]3[N:4]2[CH:13]=[CH:14][CH:15]=3)=[CH:9][CH:8]=1. The catalyst class is: 6. (7) Reactant: [N+](C1C=CC(C2SC=CC=2)=CC=1NC(=O)C1C=CC(C2NN=NN=2)=CC=1)([O-])=O.[C:29]([O:32][CH2:33][CH2:34][N:35]1[C:39]2[CH:40]=[CH:41][C:42]([C:44](=[O:60])[NH:45][C:46]3[CH:51]=[C:50]([C:52]4[S:53][CH:54]=[CH:55][CH:56]=4)[CH:49]=[CH:48][C:47]=3[N+:57]([O-])=O)=[CH:43][C:38]=2[N:37]=[C:36]1[CH3:61])(=[O:31])[CH3:30].CO. Product: [C:29]([O:32][CH2:33][CH2:34][N:35]1[C:39]2[CH:40]=[CH:41][C:42]([C:44](=[O:60])[NH:45][C:46]3[CH:51]=[C:50]([C:52]4[S:53][CH:54]=[CH:55][CH:56]=4)[CH:49]=[CH:48][C:47]=3[NH2:57])=[CH:43][C:38]=2[N:37]=[C:36]1[CH3:61])(=[O:31])[CH3:30]. The catalyst class is: 13. (8) Reactant: [CH2:1]([C:8]1[NH:36][C:11]2[N:12]=[N:13][C:14]([C:16]#[C:17][CH2:18][CH2:19][CH2:20][C:21]3[S:25][C:24]([NH:26][C:27](=[O:35])[CH2:28][C:29]4[CH:34]=[CH:33][CH:32]=[CH:31][CH:30]=4)=[N:23][N:22]=3)=[CH:15][C:10]=2[CH:9]=1)[C:2]1[CH:7]=[CH:6][CH:5]=[CH:4][CH:3]=1. Product: [CH2:1]([C:8]1[NH:36][C:11]2[N:12]=[N:13][C:14]([CH2:16][CH2:17][CH2:18][CH2:19][CH2:20][C:21]3[S:25][C:24]([NH:26][C:27](=[O:35])[CH2:28][C:29]4[CH:34]=[CH:33][CH:32]=[CH:31][CH:30]=4)=[N:23][N:22]=3)=[CH:15][C:10]=2[CH:9]=1)[C:2]1[CH:3]=[CH:4][CH:5]=[CH:6][CH:7]=1. The catalyst class is: 256. (9) Reactant: [N:1]1([S:7]([CH:10]=[CH:11][C:12]2[CH:17]=[CH:16][C:15]([C@@H:18]3[CH2:22][CH2:21][C:20](=[O:23])[CH2:19]3)=[CH:14][CH:13]=2)(=[O:9])=[O:8])[CH2:6][CH2:5][O:4][CH2:3][CH2:2]1. Product: [N:1]1([S:7]([CH2:10][CH2:11][C:12]2[CH:17]=[CH:16][C:15]([C@@H:18]3[CH2:22][CH2:21][C:20](=[O:23])[CH2:19]3)=[CH:14][CH:13]=2)(=[O:9])=[O:8])[CH2:2][CH2:3][O:4][CH2:5][CH2:6]1. The catalyst class is: 99. (10) Reactant: Cl[C:2]1[CH:7]=[CH:6][N:5]=[CH:4][C:3]=1[N+:8]([O-:10])=[O:9].[NH2:11][C:12]1[CH:17]=[CH:16][CH:15]=[CH:14][CH:13]=1. Product: [N+:8]([C:3]1[CH:4]=[N:5][CH:6]=[CH:7][C:2]=1[NH:11][C:12]1[CH:17]=[CH:16][CH:15]=[CH:14][CH:13]=1)([O-:10])=[O:9]. The catalyst class is: 4.